Dataset: Reaction yield outcomes from USPTO patents with 853,638 reactions. Task: Predict the reaction yield, written as a fraction of the theoretical maximum amount of product (1.0 means a 100% yield; for example, 0.34 means a 34% yield). (1) The reactants are [OH:1][C:2]1[CH:7]=[C:6]([CH3:8])[C:5]([C:9](=[O:11])[CH3:10])=[C:4]([CH3:12])[CH:3]=1.Cl[CH2:14][CH2:15][CH2:16][O:17][CH3:18]. The catalyst is [OH-].[Na+].O. The product is [CH3:18][O:17][CH2:16][CH2:15][CH2:14][O:1][C:2]1[CH:3]=[C:4]([CH3:12])[C:5]([C:9](=[O:11])[CH3:10])=[C:6]([CH3:8])[CH:7]=1. The yield is 0.860. (2) The catalyst is C(Cl)Cl.CO. The yield is 0.220. The reactants are O[CH2:2][CH2:3][O:4][C:5]1[C:10]([C:11]2[CH:16]=[CH:15][C:14]([S:17]([CH3:19])=[O:18])=[CH:13][CH:12]=2)=[CH:9][C:8]([C:20]2[NH:29][C:28](=[O:30])[C:27]3[C:22](=[CH:23][C:24]([O:33][CH3:34])=[CH:25][C:26]=3[O:31][CH3:32])[N:21]=2)=[CH:7][CH:6]=1.[N:35]1[CH:40]=[CH:39]C=CC=1.[CH3:41]S(Cl)(=O)=O. The product is [CH:40]([NH:35][CH2:2][CH2:3][O:4][C:5]1[C:10]([C:11]2[CH:12]=[CH:13][C:14]([S:17]([CH3:19])=[O:18])=[CH:15][CH:16]=2)=[CH:9][C:8]([C:20]2[NH:29][C:28](=[O:30])[C:27]3[C:22](=[CH:23][C:24]([O:33][CH3:34])=[CH:25][C:26]=3[O:31][CH3:32])[N:21]=2)=[CH:7][CH:6]=1)([CH3:39])[CH3:41]. (3) The reactants are [F:1][C:2]([F:17])([F:16])[C:3]1[CH:8]=[CH:7][C:6]([C:9]2[S:10][CH:11]=[C:12]([CH2:14]O)[N:13]=2)=[CH:5][CH:4]=1.P(Br)(Br)[Br:19]. The catalyst is C(Cl)Cl. The product is [Br:19][CH2:14][C:12]1[N:13]=[C:9]([C:6]2[CH:7]=[CH:8][C:3]([C:2]([F:17])([F:16])[F:1])=[CH:4][CH:5]=2)[S:10][CH:11]=1. The yield is 0.320.